From a dataset of Full USPTO retrosynthesis dataset with 1.9M reactions from patents (1976-2016). Predict the reactants needed to synthesize the given product. (1) Given the product [Cl:24][C:17]1[C:16]2[C:11](=[CH:12][C:13]([O:20][CH3:21])=[CH:14][CH:15]=2)[N:10]=[C:9]([C:6]2[S:7][CH:8]=[C:4]([CH:1]([CH3:3])[CH3:2])[N:5]=2)[CH:18]=1, predict the reactants needed to synthesize it. The reactants are: [CH:1]([C:4]1[N:5]=[C:6]([C:9]2[CH:18]=[C:17](O)[C:16]3[C:11](=[CH:12][C:13]([O:20][CH3:21])=[CH:14][CH:15]=3)[N:10]=2)[S:7][CH:8]=1)([CH3:3])[CH3:2].O=P(Cl)(Cl)[Cl:24]. (2) Given the product [C:30]([N:26]1[CH2:25][CH2:24][CH:23]([NH:22][C:20](=[O:21])[C:19]([N:16]2[CH2:15][CH2:14][N:13]([C:8]3[CH:9]=[CH:10][CH:11]=[CH:12][C:7]=3[C:3]([CH3:6])([CH3:4])[CH3:5])[CH2:18][CH2:17]2)=[O:29])[CH2:28][CH2:27]1)(=[O:32])[CH3:31], predict the reactants needed to synthesize it. The reactants are: Cl.Cl.[C:3]([C:7]1[CH:12]=[CH:11][CH:10]=[CH:9][C:8]=1[N:13]1[CH2:18][CH2:17][N:16]([C:19](=[O:29])[C:20]([NH:22][CH:23]2[CH2:28][CH2:27][NH:26][CH2:25][CH2:24]2)=[O:21])[CH2:15][CH2:14]1)([CH3:6])([CH3:5])[CH3:4].[C:30](Cl)(=[O:32])[CH3:31].C(N(CC)CC)C.C([O-])(O)=O.[Na+]. (3) Given the product [CH3:24][N:23]([CH3:25])[C:21]1[C:20]2[C:15](=[CH:16][C:17]([F:27])=[C:18]([F:26])[CH:19]=2)[N:14]=[C:13]([NH:12][C@@H:9]2[CH2:8][CH2:7][C@H:6]([C:4]([OH:5])=[O:3])[CH2:11][CH2:10]2)[N:22]=1, predict the reactants needed to synthesize it. The reactants are: C([O:3][C:4]([C@H:6]1[CH2:11][CH2:10][C@@H:9]([NH:12][C:13]2[N:22]=[C:21]([N:23]([CH3:25])[CH3:24])[C:20]3[C:15](=[CH:16][C:17]([F:27])=[C:18]([F:26])[CH:19]=3)[N:14]=2)[CH2:8][CH2:7]1)=[O:5])C.Cl. (4) Given the product [OH:1][CH2:2][C:3]1[O:4][C:5]2[CH:11]=[CH:10][C:9]([C:12]3[NH:19][C:17](=[O:18])[C:16]4[C:15](=[CH:23][C:22]([O:24][CH3:25])=[CH:21][C:20]=4[O:26][CH3:27])[N:14]=3)=[CH:8][C:6]=2[CH:7]=1, predict the reactants needed to synthesize it. The reactants are: [OH:1][CH2:2][C:3]1[O:4][C:5]2[CH:11]=[CH:10][C:9]([CH:12]=O)=[CH:8][C:6]=2[CH:7]=1.[NH2:14][C:15]1[CH:23]=[C:22]([O:24][CH3:25])[CH:21]=[C:20]([O:26][CH3:27])[C:16]=1[C:17]([NH2:19])=[O:18].S([O-])(O)=O.[Na+].C1(C)C=CC(S(O)(=O)=O)=CC=1. (5) Given the product [CH3:2][O:3][C:4]1[CH:5]=[C:6]([NH:7][C:18]([NH2:19])=[NH:17])[CH:8]=[CH:9][C:10]=1[N:11]1[CH:15]=[C:14]([CH3:16])[N:13]=[CH:12]1, predict the reactants needed to synthesize it. The reactants are: Cl.[CH3:2][O:3][C:4]1[CH:5]=[C:6]([CH:8]=[CH:9][C:10]=1[N:11]1[CH:15]=[C:14]([CH3:16])[N:13]=[CH:12]1)[NH2:7].[N:17]#[C:18][NH2:19].Cl.C(=O)([O-])[O-].[K+].[K+]. (6) Given the product [CH3:9][O:8][C:3]1[C:2]([B:10]([OH:15])[OH:11])=[CH:7][N:6]=[CH:5][N:4]=1, predict the reactants needed to synthesize it. The reactants are: Br[C:2]1[C:3]([O:8][CH3:9])=[N:4][CH:5]=[N:6][CH:7]=1.[B:10](OC(C)C)([O:15]C(C)C)[O:11]C(C)C.C([Li])CCC. (7) Given the product [NH2:10][C:4]1[C:3]([O:2][CH3:1])=[CH:9][CH:8]=[CH:7][C:5]=1[NH2:6], predict the reactants needed to synthesize it. The reactants are: [CH3:1][O:2][C:3]1[C:4]([N+:10]([O-])=O)=[C:5]([CH:7]=[CH:8][CH:9]=1)[NH2:6].C(O)(=O)C. (8) Given the product [N:6]1[N:10]2[CH:11]=[CH:12][CH:13]=[CH:14][C:9]2=[CH:8][C:7]=1[CH2:15][O:16][S:2]([CH3:1])(=[O:4])=[O:3], predict the reactants needed to synthesize it. The reactants are: [CH3:1][S:2](Cl)(=[O:4])=[O:3].[N:6]1[N:10]2[CH:11]=[CH:12][CH:13]=[CH:14][C:9]2=[CH:8][C:7]=1[CH2:15][OH:16].C(N(CC)CC)C.